Dataset: CYP2D6 inhibition data for predicting drug metabolism from PubChem BioAssay. Task: Regression/Classification. Given a drug SMILES string, predict its absorption, distribution, metabolism, or excretion properties. Task type varies by dataset: regression for continuous measurements (e.g., permeability, clearance, half-life) or binary classification for categorical outcomes (e.g., BBB penetration, CYP inhibition). Dataset: cyp2d6_veith. (1) The result is 1 (inhibitor). The molecule is Brc1ccc(N=C/C=C/C=C/Nc2ccc(Br)cc2)cc1.Cl. (2) The compound is N[C@H](Cc1o[nH]c(=O)c1Cl)C(=O)O. The result is 1 (inhibitor). (3) The drug is COc1ccc2[nH]cc(CCN)c2c1. The result is 0 (non-inhibitor). (4) The drug is CCOC(=O)C(=O)NCc1ccc(/C=C2\C(=O)C(C(=O)OC)=C(C)N2c2ccc(F)cc2)o1. The result is 0 (non-inhibitor).